From a dataset of Catalyst prediction with 721,799 reactions and 888 catalyst types from USPTO. Predict which catalyst facilitates the given reaction. (1) Reactant: Br[CH2:2][CH2:3][CH:4]=[CH2:5].[S:6]([O-:9])([O-:8])=[O:7].[Na+:10].[Na+]. Product: [CH2:2]([S:6]([O-:9])(=[O:8])=[O:7])[CH2:3][CH:4]=[CH2:5].[Na+:10]. The catalyst class is: 6. (2) Reactant: [H-].[Na+].[Cl:3][C:4]1[N:5]=[CH:6][C:7]2[NH:13][C:12](=[O:14])[C:11]3([CH2:16][CH2:15]3)[CH2:10][N:9]([C@@H:17]3[CH2:21][CH2:20][C:19]([F:23])([F:22])[CH2:18]3)[C:8]=2[N:24]=1.[CH3:25]I. The catalyst class is: 44. Product: [Cl:3][C:4]1[N:5]=[CH:6][C:7]2[N:13]([CH3:25])[C:12](=[O:14])[C:11]3([CH2:16][CH2:15]3)[CH2:10][N:9]([C@@H:17]3[CH2:21][CH2:20][C:19]([F:23])([F:22])[CH2:18]3)[C:8]=2[N:24]=1.